This data is from Full USPTO retrosynthesis dataset with 1.9M reactions from patents (1976-2016). The task is: Predict the reactants needed to synthesize the given product. (1) Given the product [Cl:18][C:19]1[CH:20]=[C:21]2[C:25](=[CH:26][CH:27]=1)[NH:24][CH:23]=[C:22]2[CH2:28][CH2:29][NH:30][C:11](=[O:13])[C:10]1[CH:14]=[CH:15][CH:16]=[C:8]([NH:7][C:1]2[CH:2]=[CH:3][CH:4]=[CH:5][CH:6]=2)[CH:9]=1, predict the reactants needed to synthesize it. The reactants are: [C:1]1([NH:7][C:8]2[CH:9]=[C:10]([CH:14]=[CH:15][CH:16]=2)[C:11]([OH:13])=O)[CH:6]=[CH:5][CH:4]=[CH:3][CH:2]=1.Cl.[Cl:18][C:19]1[CH:20]=[C:21]2[C:25](=[CH:26][CH:27]=1)[NH:24][CH:23]=[C:22]2[CH2:28][CH2:29][NH2:30].CN(C(ON1N=NC2C=CC=NC1=2)=[N+](C)C)C.F[P-](F)(F)(F)(F)F. (2) The reactants are: CN(C)S(C1C=C(C=C(C(F)(F)F)C=1)C([N:11]([CH2:26][C:27]([O:29][CH3:30])=[O:28])[C:12]1[CH:13]=[N:14][CH:15]=[CH:16][C:17]=1[C:18]1[C:19]([O:24][CH3:25])=[N:20][CH:21]=[CH:22][CH:23]=1)=O)(=O)=O.[F:39][C:40]([F:55])([F:54])[C:41]1[CH:42]=[C:43]([CH:47]=[C:48]([C:50]([F:53])([F:52])[F:51])[N:49]=1)[C:44]([OH:46])=O. Given the product [CH3:25][O:24][C:19]1[C:18]([C:17]2[CH:16]=[CH:15][N:14]=[CH:13][C:12]=2[N:11]([CH2:26][C:27]([O:29][CH3:30])=[O:28])[C:44](=[O:46])[C:43]2[CH:47]=[C:48]([C:50]([F:53])([F:52])[F:51])[N:49]=[C:41]([C:40]([F:39])([F:55])[F:54])[CH:42]=2)=[CH:23][CH:22]=[CH:21][N:20]=1, predict the reactants needed to synthesize it. (3) Given the product [CH3:8][C:5]1[CH:4]=[C:3]([NH:2][C:19](=[O:20])[O:18][CH2:17][C:16]([Cl:23])([Cl:22])[Cl:15])[S:7][N:6]=1, predict the reactants needed to synthesize it. The reactants are: Cl.[NH2:2][C:3]1[S:7][N:6]=[C:5]([CH3:8])[CH:4]=1.N1C=CC=CC=1.[Cl:15][C:16]([Cl:23])([Cl:22])[CH2:17][O:18][C:19](Cl)=[O:20]. (4) The reactants are: Br[C:2]1[CH:3]([OH:7])[CH2:4][CH2:5][CH:6]=1.[CH2:8]([Mg]Br)[CH:9]([CH3:11])[CH3:10]. Given the product [CH2:8]([C:2]1[CH:3]([OH:7])[CH2:4][CH2:5][CH:6]=1)[CH:9]([CH3:11])[CH3:10], predict the reactants needed to synthesize it. (5) Given the product [SH:1][C:2]1[CH:3]=[CH:4][C:5]([CH2:8][C:9]([O:11][CH2:13][CH3:14])=[O:10])=[CH:6][CH:7]=1, predict the reactants needed to synthesize it. The reactants are: [SH:1][C:2]1[CH:7]=[CH:6][C:5]([CH2:8][C:9]([OH:11])=[O:10])=[CH:4][CH:3]=1.Cl.[CH2:13](O)[CH3:14]. (6) Given the product [C:11]([O:14][CH2:15][CH2:16][CH2:19][C:5]1[CH:6]=[N:1][CH:2]=[CH:3][CH:4]=1)(=[O:13])[CH3:12], predict the reactants needed to synthesize it. The reactants are: [N:1]1[CH:6]=[CH:5][CH:4]=[CH:3][C:2]=1CCCO.[C:11]([O:14][C:15](=O)[CH3:16])(=[O:13])[CH3:12].N1C=CC=C[CH:19]=1.